This data is from Catalyst prediction with 721,799 reactions and 888 catalyst types from USPTO. The task is: Predict which catalyst facilitates the given reaction. (1) Reactant: [CH2:1]([NH:3][CH2:4][C:5]([NH:7][CH2:8][C:9]1[CH:10]=[C:11]([C:15]2[CH:20]=[CH:19][C:18]([C:21]([F:24])([F:23])[F:22])=[CH:17][CH:16]=2)[CH:12]=[CH:13][CH:14]=1)=[O:6])[CH3:2].C(N(CC)CC)C.[F:32][C:33]1[CH:38]=[CH:37][C:36]([S:39](Cl)(=[O:41])=[O:40])=[CH:35][CH:34]=1.C(OCC)(=O)C. Product: [CH2:1]([N:3]([S:39]([C:36]1[CH:37]=[CH:38][C:33]([F:32])=[CH:34][CH:35]=1)(=[O:41])=[O:40])[CH2:4][C:5]([NH:7][CH2:8][C:9]1[CH:10]=[C:11]([C:15]2[CH:16]=[CH:17][C:18]([C:21]([F:22])([F:23])[F:24])=[CH:19][CH:20]=2)[CH:12]=[CH:13][CH:14]=1)=[O:6])[CH3:2]. The catalyst class is: 2. (2) Reactant: [CH3:1][CH:2]([CH:4]([OH:16])[CH:5]([C:7]1[CH:12]=[CH:11][CH:10]=[CH:9][C:8]=1[N+:13]([O-])=O)[CH3:6])[CH3:3]. Product: [CH3:3][CH:2]([CH:4]([OH:16])[CH:5]([C:7]1[CH:12]=[CH:11][CH:10]=[CH:9][C:8]=1[NH2:13])[CH3:6])[CH3:1]. The catalyst class is: 50. (3) Reactant: CN1CCOCC1.[C:8]([O:12][C:13]([N:15]1[CH2:22][C:21]([F:24])([F:23])[CH2:20][C@@:16]1([CH2:25][C:26]1[CH:31]=[CH:30][C:29]([C:32]2[CH:37]=[CH:36][C:35]([F:38])=[CH:34][N:33]=2)=[CH:28][CH:27]=1)[C:17]([OH:19])=O)=[O:14])([CH3:11])([CH3:10])[CH3:9].[NH2:39][CH2:40][CH:41]([OH:48])[CH2:42][C:43]([CH3:47])([CH3:46])[CH2:44][CH3:45].Cl.CN(C)CCCN=C=NCC.OC1C2N=NNC=2C=CC=1. Product: [F:23][C:21]1([F:24])[CH2:22][N:15]([C:13]([O:12][C:8]([CH3:11])([CH3:10])[CH3:9])=[O:14])[C:16]([CH2:25][C:26]2[CH:31]=[CH:30][C:29]([C:32]3[CH:37]=[CH:36][C:35]([F:38])=[CH:34][N:33]=3)=[CH:28][CH:27]=2)([C:17]([NH:39][CH2:40][CH:41]([OH:48])[CH2:42][C:43]([CH3:47])([CH3:46])[CH2:44][CH3:45])=[O:19])[CH2:20]1. The catalyst class is: 4. (4) Reactant: [OH:1][CH:2]1[CH2:6][CH2:5][NH:4][CH2:3]1.[CH3:7][C:8]([O:11][C:12](O[C:12]([O:11][C:8]([CH3:10])([CH3:9])[CH3:7])=[O:13])=[O:13])([CH3:10])[CH3:9]. The catalyst class is: 41. Product: [C:8]([O:11][C:12]([N:4]1[CH2:5][CH2:6][CH:2]([OH:1])[CH2:3]1)=[O:13])([CH3:10])([CH3:9])[CH3:7]. (5) Reactant: [C:1]([O:5][C:6]([O:8][C:9]1[CH:17]=[CH:16][C:15]([N:18]([CH2:23][CH:24]2[CH2:26][CH2:25]2)[S:19]([CH3:22])(=[O:21])=[O:20])=[CH:14][C:10]=1[C:11]([OH:13])=[O:12])=[O:7])([CH3:4])([CH3:3])[CH3:2].O[CH2:28][C:29]([O:31][CH2:32][C:33]1[CH:38]=[CH:37][CH:36]=[CH:35][CH:34]=1)=[O:30].C(Cl)CCl. Product: [C:1]([O:5][C:6]([O:8][C:9]1[CH:17]=[CH:16][C:15]([N:18]([CH2:23][CH:24]2[CH2:25][CH2:26]2)[S:19]([CH3:22])(=[O:21])=[O:20])=[CH:14][C:10]=1[C:11]([O:13][CH2:28][C:29]([O:31][CH2:32][C:33]1[CH:38]=[CH:37][CH:36]=[CH:35][CH:34]=1)=[O:30])=[O:12])=[O:7])([CH3:4])([CH3:2])[CH3:3]. The catalyst class is: 79. (6) Reactant: CN(C)CCN(C)C.[C:9]1([Mg]Br)[CH:14]=[CH:13][CH:12]=[CH:11][CH:10]=1.[O-]S(C(F)(F)F)(=O)=O.C([B+]CCCC)CCC.[CH3:34][S:35]([C:38]1[CH:43]=[CH:42][C:41](/[CH:44]=[CH:45]/[C:46]([N:48]2[C@@H:52]([C:53]3[CH:58]=[CH:57][CH:56]=[CH:55][CH:54]=3)[C@@H:51]([CH3:59])[N:50]([CH3:60])[C:49]2=[O:61])=[O:47])=[CH:40][CH:39]=1)(=[O:37])=[O:36]. Product: [CH3:34][S:35]([C:38]1[CH:39]=[CH:40][C:41]([C@H:44]([C:9]2[CH:14]=[CH:13][CH:12]=[CH:11][CH:10]=2)[CH2:45][C:46]([N:48]2[C@@H:52]([C:53]3[CH:58]=[CH:57][CH:56]=[CH:55][CH:54]=3)[C@@H:51]([CH3:59])[N:50]([CH3:60])[C:49]2=[O:61])=[O:47])=[CH:42][CH:43]=1)(=[O:36])=[O:37]. The catalyst class is: 356. (7) Reactant: O[C:2]1([C:23]([F:26])([F:25])[F:24])[CH2:6][N:5]([C:7]2[CH:12]=[CH:11][C:10]([S:13]([CH3:16])(=[O:15])=[O:14])=[CH:9][CH:8]=2)[C:4]([C:17]2[CH:18]=[N:19][CH:20]=[CH:21][CH:22]=2)=[N:3]1.O.C1(C)C=CC(S(O)(=O)=O)=CC=1. Product: [CH3:16][S:13]([C:10]1[CH:9]=[CH:8][C:7]([N:5]2[CH:6]=[C:2]([C:23]([F:25])([F:26])[F:24])[N:3]=[C:4]2[C:17]2[CH:18]=[N:19][CH:20]=[CH:21][CH:22]=2)=[CH:12][CH:11]=1)(=[O:15])=[O:14]. The catalyst class is: 11. (8) Reactant: [CH2:1]([O:8][C:9]([N:11]([C:26]1[CH:31]=[CH:30][C:29]([Br:32])=[CH:28][CH:27]=1)[CH2:12][CH2:13]OS(CC1C=CC(C)=CC=1)(=O)=O)=[O:10])[C:2]1[CH:7]=[CH:6][CH:5]=[CH:4][CH:3]=1.[F-:33].C([N+](CCCC)(CCCC)CCCC)CCC. Product: [CH2:1]([O:8][C:9](=[O:10])[N:11]([C:26]1[CH:31]=[CH:30][C:29]([Br:32])=[CH:28][CH:27]=1)[CH2:12][CH2:13][F:33])[C:2]1[CH:7]=[CH:6][CH:5]=[CH:4][CH:3]=1. The catalyst class is: 1. (9) Reactant: [F:1][CH:2]([F:13])[C:3]1[C:7]([C:8](Cl)=[O:9])=[C:6]([F:11])[N:5]([CH3:12])[N:4]=1.[Cl:14][C:15]1[C:16]([CH2:25][CH:26]([NH:28][CH:29]2[CH2:31][CH2:30]2)[CH3:27])=[N:17][CH:18]=[C:19]([C:21]([F:24])([F:23])[F:22])[CH:20]=1.C(N(CC)CC)C. Product: [Cl:14][C:15]1[C:16]([CH2:25][CH:26]([N:28]([CH:29]2[CH2:31][CH2:30]2)[C:8]([C:7]2[C:3]([CH:2]([F:13])[F:1])=[N:4][N:5]([CH3:12])[C:6]=2[F:11])=[O:9])[CH3:27])=[N:17][CH:18]=[C:19]([C:21]([F:24])([F:22])[F:23])[CH:20]=1. The catalyst class is: 7. (10) The catalyst class is: 4. Reactant: [C:1](Cl)(=[O:3])[CH3:2].[OH:5][C@@H:6]([C@H:8]1[C:11](=[O:12])[NH:10][C@@H:9]1[C@@H:13]([CH3:24])[C:14]([O:16][CH2:17][C:18]1[CH:23]=[CH:22][CH:21]=[CH:20][CH:19]=1)=[O:15])[CH3:7].N1C=CC=CC=1. Product: [C:1]([O:5][C@@H:6]([C@H:8]1[C:11](=[O:12])[NH:10][C@@H:9]1[C@@H:13]([CH3:24])[C:14]([O:16][CH2:17][C:18]1[CH:19]=[CH:20][CH:21]=[CH:22][CH:23]=1)=[O:15])[CH3:7])(=[O:3])[CH3:2].